This data is from Peptide-MHC class I binding affinity with 185,985 pairs from IEDB/IMGT. The task is: Regression. Given a peptide amino acid sequence and an MHC pseudo amino acid sequence, predict their binding affinity value. This is MHC class I binding data. (1) The peptide sequence is LTLKPCHAL. The binding affinity (normalized) is 0.0847. The MHC is HLA-A01:01 with pseudo-sequence HLA-A01:01. (2) The peptide sequence is FLYALALLL. The MHC is HLA-A30:02 with pseudo-sequence HLA-A30:02. The binding affinity (normalized) is 0.152. (3) The peptide sequence is SEHFSLLFL. The MHC is HLA-B15:09 with pseudo-sequence HLA-B15:09. The binding affinity (normalized) is 0.0847. (4) The peptide sequence is FPVKPQVPLR. The MHC is HLA-A30:02 with pseudo-sequence HLA-A30:02. The binding affinity (normalized) is 0. (5) The peptide sequence is EQRLIDICV. The MHC is HLA-B15:01 with pseudo-sequence HLA-B15:01. The binding affinity (normalized) is 0.375. (6) The peptide sequence is VFPDLGVRV. The MHC is Patr-A0701 with pseudo-sequence Patr-A0701. The binding affinity (normalized) is 0.269.